Dataset: Catalyst prediction with 721,799 reactions and 888 catalyst types from USPTO. Task: Predict which catalyst facilitates the given reaction. Reactant: [CH3:1][N:2]([CH3:24])[CH2:3][C:4]1[CH:9]=[C:8]([N+:10]([O-])=O)[CH:7]=[CH:6][C:5]=1[O:13][C:14]1[CH:19]=[CH:18][C:17]([C:20]([F:23])([F:22])[F:21])=[CH:16][CH:15]=1.[Cl-].[Ca+2].[Cl-]. Product: [NH2:10][C:8]1[CH:7]=[CH:6][C:5]([O:13][C:14]2[CH:19]=[CH:18][C:17]([C:20]([F:21])([F:22])[F:23])=[CH:16][CH:15]=2)=[C:4]([CH:9]=1)[CH2:3][N:2]([CH3:24])[CH3:1]. The catalyst class is: 186.